From a dataset of Forward reaction prediction with 1.9M reactions from USPTO patents (1976-2016). Predict the product of the given reaction. (1) Given the reactants CO[C:3](=[O:11])[CH:4]([N:6]1[CH:10]=[N:9][CH:8]=[N:7]1)[CH3:5].O.[NH2:13][NH2:14], predict the reaction product. The product is: [N:6]1([CH:4]([CH3:5])[C:3]([NH:13][NH2:14])=[O:11])[CH:10]=[N:9][CH:8]=[N:7]1. (2) Given the reactants [C:1]([N:8]1[CH2:13][CH2:12][NH:11][CH2:10][CH2:9]1)([O:3][C:4]([CH3:7])([CH3:6])[CH3:5])=[O:2].[Cl:14][CH2:15][CH2:16][CH2:17][S:18](Cl)(=[O:20])=[O:19].C(N(CC)CC)C, predict the reaction product. The product is: [C:4]([O:3][C:1]([N:8]1[CH2:9][CH2:10][N:11]([S:18]([CH2:17][CH2:16][CH2:15][Cl:14])(=[O:20])=[O:19])[CH2:12][CH2:13]1)=[O:2])([CH3:7])([CH3:6])[CH3:5]. (3) Given the reactants [Br:1][C:2]1[CH:3]=[C:4]([C:16](=O)[CH3:17])[CH:5]=[CH:6][C:7]=1[C:8]([N:10]1[CH2:15][CH2:14][O:13][CH2:12][CH2:11]1)=[O:9].CO.C([BH3-])#[N:22].[Na+], predict the reaction product. The product is: [NH2:22][CH:16]([C:4]1[CH:5]=[CH:6][C:7]([C:8]([N:10]2[CH2:15][CH2:14][O:13][CH2:12][CH2:11]2)=[O:9])=[C:2]([Br:1])[CH:3]=1)[CH3:17]. (4) Given the reactants [OH:1][C:2]1[CH:7]=[CH:6][CH:5]=[CH:4][C:3]=1[CH2:8][C:9]([O:11][CH3:12])=[O:10].C(NC(C)C)(C)C.C1C(=O)N([Br:27])C(=O)C1.Cl, predict the reaction product. The product is: [Br:27][C:7]1[C:2]([OH:1])=[C:3]([CH2:8][C:9]([O:11][CH3:12])=[O:10])[CH:4]=[CH:5][CH:6]=1. (5) Given the reactants [CH:1]1([C:7]2[C:8]3[CH:9]=[CH:10][C:11]([C:38]([O:40]C(C)(C)C)=[O:39])=[CH:12][C:13]=3[N:14]3[CH2:20][C:19]([C:21]([N:23]4[CH:28]5[CH2:29][CH2:30][CH:24]4[CH2:25][N:26]([CH3:31])[CH2:27]5)=[O:22])=[CH:18][C:17]4[CH:32]=[C:33]([O:36][CH3:37])[CH:34]=[CH:35][C:16]=4[C:15]=23)[CH2:6][CH2:5][CH2:4][CH2:3][CH2:2]1.[C:45]([OH:51])([C:47]([F:50])([F:49])[F:48])=[O:46], predict the reaction product. The product is: [F:48][C:47]([F:50])([F:49])[C:45]([OH:51])=[O:46].[CH:1]1([C:7]2[C:8]3[CH:9]=[CH:10][C:11]([C:38]([OH:40])=[O:39])=[CH:12][C:13]=3[N:14]3[CH2:20][C:19]([C:21]([N:23]4[CH:28]5[CH2:29][CH2:30][CH:24]4[CH2:25][N:26]([CH3:31])[CH2:27]5)=[O:22])=[CH:18][C:17]4[CH:32]=[C:33]([O:36][CH3:37])[CH:34]=[CH:35][C:16]=4[C:15]=23)[CH2:6][CH2:5][CH2:4][CH2:3][CH2:2]1. (6) Given the reactants [NH:1]1[CH2:6][CH2:5][C:4]2([O:11][C:10]3[C:12]4[C:17]([C:18](=[O:21])[C:19](=[O:20])[C:9]=3[S:8][CH2:7]2)=[CH:16][CH:15]=[CH:14][CH:13]=4)[CH2:3][CH2:2]1.[Cl:22][C:23]1[CH:33]=[CH:32][CH:31]=[CH:30][C:24]=1[CH:25]=[CH:26][C:27](Cl)=[O:28], predict the reaction product. The product is: [Cl:22][C:23]1[CH:33]=[CH:32][CH:31]=[CH:30][C:24]=1/[CH:25]=[CH:26]/[C:27]([N:1]1[CH2:2][CH2:3][C:4]2([O:11][C:10]3[C:12]4[C:17]([C:18](=[O:21])[C:19](=[O:20])[C:9]=3[S:8][CH2:7]2)=[CH:16][CH:15]=[CH:14][CH:13]=4)[CH2:5][CH2:6]1)=[O:28].